From a dataset of Forward reaction prediction with 1.9M reactions from USPTO patents (1976-2016). Predict the product of the given reaction. (1) Given the reactants [F:1][C:2]1[C:8]([F:9])=[C:7](Br)[C:6]([F:11])=[C:5]([F:12])[C:3]=1[NH2:4].[C:13]1(B(O)O)[CH:18]=[CH:17][CH:16]=[CH:15][CH:14]=1.C(=O)([O-])[O-].[Na+].[Na+], predict the reaction product. The product is: [F:1][C:2]1[C:8]([F:9])=[C:7]([C:13]2[CH:18]=[CH:17][CH:16]=[CH:15][CH:14]=2)[C:6]([F:11])=[C:5]([F:12])[C:3]=1[NH2:4]. (2) Given the reactants Cl.[F:2][C:3]1[CH:8]=[CH:7][C:6]([NH:9][NH2:10])=[C:5]([CH3:11])[CH:4]=1.C(N(CC)CC)C.FC(F)(F)C(O)=O.[F:26][C:27]([F:46])([F:45])[C:28](=O)[CH2:29][C:30]([C:32]1[CH:42]=[C:41]([CH3:43])[C:35]2[O:36][CH2:37][C:38](=[O:40])[NH:39][C:34]=2[CH:33]=1)=O, predict the reaction product. The product is: [F:2][C:3]1[CH:8]=[CH:7][C:6]([N:9]2[C:30]([C:32]3[CH:42]=[C:41]([CH3:43])[C:35]4[O:36][CH2:37][C:38](=[O:40])[NH:39][C:34]=4[CH:33]=3)=[CH:29][C:28]([C:27]([F:46])([F:45])[F:26])=[N:10]2)=[C:5]([CH3:11])[CH:4]=1. (3) Given the reactants [Cl:1][C:2]1[CH:3]=[C:4]([C:8]#[C:9][C:10]2([OH:20])[CH2:19][CH2:18][C:13]3(OCC[O:14]3)[CH2:12][CH2:11]2)[CH:5]=[CH:6][CH:7]=1.CC1C=CC(S(O)(=O)=O)=CC=1, predict the reaction product. The product is: [Cl:1][C:2]1[CH:3]=[C:4]([C:8]#[C:9][C:10]2([OH:20])[CH2:19][CH2:18][C:13](=[O:14])[CH2:12][CH2:11]2)[CH:5]=[CH:6][CH:7]=1.